From a dataset of Retrosynthesis with 50K atom-mapped reactions and 10 reaction types from USPTO. Predict the reactants needed to synthesize the given product. (1) Given the product COC(=O)CCCCCNC(=O)c1ccccn1, predict the reactants needed to synthesize it. The reactants are: COC(=O)CCCCCN.O=C(O)c1ccccn1. (2) Given the product Cn1ncc(NC(=O)c2nc(-c3c(F)cccc3F)sc2N)c1C1OCC(C)(CN)CO1, predict the reactants needed to synthesize it. The reactants are: Cn1ncc(NC(=O)c2nc(-c3c(F)cccc3F)sc2N)c1C1OCC(C)(CNC(=O)C(F)(F)F)CO1. (3) Given the product COC(=O)COc1cn(S(=O)(=O)c2ccc(OC)cc2)c2ccc(Br)cc12, predict the reactants needed to synthesize it. The reactants are: COC(=O)CBr.COc1ccc(S(=O)(=O)n2cc(O)c3cc(Br)ccc32)cc1. (4) Given the product COC(=O)[C@H](Cc1ccc(-c2ccc(Oc3ccccc3)cc2)cc1)NC(=O)c1cc(Cl)ccc1N, predict the reactants needed to synthesize it. The reactants are: COC(=O)[C@@H](N)Cc1ccc(-c2ccc(Oc3ccccc3)cc2)cc1.Nc1ccc(Cl)cc1C(=O)O. (5) Given the product CCOC(=O)c1nc(Cc2ccccc2)c2snc(-c3ccc(Cl)cc3)c2c1O, predict the reactants needed to synthesize it. The reactants are: CCOC(=O)c1nc(Br)c2snc(-c3ccc(Cl)cc3)c2c1O.OB(O)Cc1ccccc1. (6) Given the product CC(C)(C)OC(=O)n1c(CCCO)nc2ccccc21, predict the reactants needed to synthesize it. The reactants are: CC(C)(C)OC(=O)OC(=O)OC(C)(C)C.OCCCc1nc2ccccc2[nH]1. (7) The reactants are: CO.O=C(O)Cc1ccccc1[N+](=O)[O-]. Given the product COC(=O)Cc1ccccc1[N+](=O)[O-], predict the reactants needed to synthesize it.